Dataset: NCI-60 drug combinations with 297,098 pairs across 59 cell lines. Task: Regression. Given two drug SMILES strings and cell line genomic features, predict the synergy score measuring deviation from expected non-interaction effect. (1) Drug 1: CN1CCC(CC1)COC2=C(C=C3C(=C2)N=CN=C3NC4=C(C=C(C=C4)Br)F)OC. Drug 2: C1=CC(=CC=C1C#N)C(C2=CC=C(C=C2)C#N)N3C=NC=N3. Synergy scores: CSS=4.12, Synergy_ZIP=-1.45, Synergy_Bliss=0.224, Synergy_Loewe=-5.95, Synergy_HSA=0.255. Cell line: U251. (2) Drug 1: CN(C)N=NC1=C(NC=N1)C(=O)N. Drug 2: C1=CN(C(=O)N=C1N)C2C(C(C(O2)CO)O)O.Cl. Cell line: MDA-MB-435. Synergy scores: CSS=7.09, Synergy_ZIP=-0.842, Synergy_Bliss=0.936, Synergy_Loewe=-15.1, Synergy_HSA=-3.44. (3) Drug 1: CS(=O)(=O)CCNCC1=CC=C(O1)C2=CC3=C(C=C2)N=CN=C3NC4=CC(=C(C=C4)OCC5=CC(=CC=C5)F)Cl. Drug 2: CC12CCC3C(C1CCC2O)C(CC4=C3C=CC(=C4)O)CCCCCCCCCS(=O)CCCC(C(F)(F)F)(F)F. Cell line: SW-620. Synergy scores: CSS=0.331, Synergy_ZIP=0.249, Synergy_Bliss=1.72, Synergy_Loewe=0.235, Synergy_HSA=0.579. (4) Drug 1: CC1=C2C(C(=O)C3(C(CC4C(C3C(C(C2(C)C)(CC1OC(=O)C(C(C5=CC=CC=C5)NC(=O)C6=CC=CC=C6)O)O)OC(=O)C7=CC=CC=C7)(CO4)OC(=O)C)O)C)OC(=O)C. Drug 2: CC1(CCCN1)C2=NC3=C(C=CC=C3N2)C(=O)N. Cell line: SK-OV-3. Synergy scores: CSS=35.2, Synergy_ZIP=4.72, Synergy_Bliss=4.73, Synergy_Loewe=-34.6, Synergy_HSA=2.91. (5) Drug 1: C1CN1C2=NC(=NC(=N2)N3CC3)N4CC4. Drug 2: COC1=C(C=C2C(=C1)N=CN=C2NC3=CC(=C(C=C3)F)Cl)OCCCN4CCOCC4. Cell line: DU-145. Synergy scores: CSS=43.2, Synergy_ZIP=3.55, Synergy_Bliss=4.36, Synergy_Loewe=-2.40, Synergy_HSA=6.37. (6) Synergy scores: CSS=10.7, Synergy_ZIP=-1.30, Synergy_Bliss=0.598, Synergy_Loewe=-22.2, Synergy_HSA=-0.861. Drug 2: CC1CCCC2(C(O2)CC(NC(=O)CC(C(C(=O)C(C1O)C)(C)C)O)C(=CC3=CSC(=N3)C)C)C. Cell line: NCI/ADR-RES. Drug 1: C1=CC=C(C(=C1)C(C2=CC=C(C=C2)Cl)C(Cl)Cl)Cl. (7) Drug 1: CCN(CC)CCCC(C)NC1=C2C=C(C=CC2=NC3=C1C=CC(=C3)Cl)OC. Drug 2: CC(C)NC(=O)C1=CC=C(C=C1)CNNC.Cl. Cell line: UO-31. Synergy scores: CSS=8.99, Synergy_ZIP=-1.49, Synergy_Bliss=0.944, Synergy_Loewe=2.06, Synergy_HSA=-0.472.